Predict the reactants needed to synthesize the given product. From a dataset of Full USPTO retrosynthesis dataset with 1.9M reactions from patents (1976-2016). (1) Given the product [OH:41][CH2:34][CH2:35][C:14]1[CH:13]=[CH:12][C:11]([C:9](=[O:10])[CH2:8][C:7]([C:4]2[CH:3]=[CH:2][C:1]([CH3:28])=[CH:6][CH:5]=2)=[O:27])=[CH:16][CH:15]=1, predict the reactants needed to synthesize it. The reactants are: [C:1]1([CH3:28])[CH:6]=[CH:5][C:4]([C:7](=[O:27])[CH2:8][C:9]([C:11]2[CH:16]=[CH:15][C:14](OCCOC3CCCCO3)=[CH:13][CH:12]=2)=[O:10])=[CH:3][CH:2]=1.CC1C=CC(S(O)(=O)=O)=[CH:34][CH:35]=1.C[OH:41]. (2) Given the product [CH3:27][C:2]1([C:5]([O:7][CH2:8][C:9]2[CH:14]=[CH:13][CH:12]=[CH:11][CH:10]=2)=[O:6])[CH2:3][CH2:4][N:1]1[C:15]([O:17][CH2:18][C:19]1[CH:24]=[CH:23][CH:22]=[CH:21][CH:20]=1)=[O:16], predict the reactants needed to synthesize it. The reactants are: [N:1]1([C:15]([O:17][CH2:18][C:19]2[CH:24]=[CH:23][CH:22]=[CH:21][CH:20]=2)=[O:16])[CH2:4][CH2:3][CH:2]1[C:5]([O:7][CH2:8][C:9]1[CH:14]=[CH:13][CH:12]=[CH:11][CH:10]=1)=[O:6].IC.[CH3:27][Si]([N-][Si](C)(C)C)(C)C.[Na+].N. (3) Given the product [C:17]([C:21]1[CH:22]=[CH:23][C:24]([C:25]([NH:2][C@@H:3]([CH2:9][C:10]2[CH:11]=[CH:12][C:13]([OH:16])=[CH:14][CH:15]=2)[CH2:4][C:5]([O:7][CH3:8])=[O:6])=[O:26])=[CH:28][CH:29]=1)([CH3:20])([CH3:18])[CH3:19], predict the reactants needed to synthesize it. The reactants are: Cl.[NH2:2][C@@H:3]([CH2:9][C:10]1[CH:15]=[CH:14][C:13]([OH:16])=[CH:12][CH:11]=1)[CH2:4][C:5]([O:7][CH3:8])=[O:6].[C:17]([C:21]1[CH:29]=[CH:28][C:24]([C:25](O)=[O:26])=[CH:23][CH:22]=1)([CH3:20])([CH3:19])[CH3:18].CCN(C(C)C)C(C)C.CN(C(ON1N=NC2C=CC=NC1=2)=[N+](C)C)C.F[P-](F)(F)(F)(F)F.Cl. (4) Given the product [F:20][C:21]1[CH:22]=[N:23][C:24]([C@@H:27]([NH:29][C:2]2[N:11]=[C:10]([NH:12][C:13]3[N:14]=[CH:15][N:16]([CH3:18])[CH:17]=3)[C:9]3[C:4](=[N:5][CH:6]=[CH:7][N:8]=3)[N:3]=2)[CH3:28])=[N:25][CH:26]=1, predict the reactants needed to synthesize it. The reactants are: Cl[C:2]1[N:11]=[C:10]([NH:12][C:13]2[N:14]=[CH:15][N:16]([CH3:18])[CH:17]=2)[C:9]2[C:4](=[N:5][CH:6]=[CH:7][N:8]=2)[N:3]=1.Cl.[F:20][C:21]1[CH:22]=[N:23][C:24]([C@@H:27]([NH2:29])[CH3:28])=[N:25][CH:26]=1.CCN(C(C)C)C(C)C.